From a dataset of Forward reaction prediction with 1.9M reactions from USPTO patents (1976-2016). Predict the product of the given reaction. (1) The product is: [F:8][C:9]1[C:18]([CH2:19][C:20]2[N:24]3[N:25]=[C:26](/[C:29](=[N:1]/[N:2]4[CH2:6][CH2:5][O:4][C:3]4=[O:7])/[CH3:30])[CH:27]=[CH:28][C:23]3=[N:22][N:21]=2)=[C:17]([F:32])[CH:16]=[C:15]2[C:10]=1[CH:11]=[CH:12][CH:13]=[N:14]2. Given the reactants [NH2:1][N:2]1[CH2:6][CH2:5][O:4][C:3]1=[O:7].[F:8][C:9]1[C:18]([CH2:19][C:20]2[N:24]3[N:25]=[C:26]([C:29](=O)[CH3:30])[CH:27]=[CH:28][C:23]3=[N:22][N:21]=2)=[C:17]([F:32])[CH:16]=[C:15]2[C:10]=1[CH:11]=[CH:12][CH:13]=[N:14]2, predict the reaction product. (2) Given the reactants Cl[CH2:2][C:3]1[O:7][N:6]=[CH:5][N:4]=1.[Cl:8][C:9]1[N:10]=[CH:11][CH:12]=[C:13]2[C:18]=1[N:17]=[CH:16][C:15]([OH:19])=[CH:14]2.C(=O)([O-])[O-].[K+].[K+], predict the reaction product. The product is: [Cl:8][C:9]1[N:10]=[CH:11][CH:12]=[C:13]2[C:18]=1[N:17]=[CH:16][C:15]([O:19][CH2:2][C:3]1[O:7][N:6]=[CH:5][N:4]=1)=[CH:14]2. (3) Given the reactants CO[C:3]([CH:5]1[CH2:9][N:8]([C:10]([O:12][C:13]([CH3:16])([CH3:15])[CH3:14])=[O:11])[CH2:7][N:6]1[C:17](=[O:27])[CH:18]([NH:22][C:23]([O:25][CH3:26])=[O:24])[CH:19]([CH3:21])[CH3:20])=[O:4].[Li+].[OH-].Cl.CN(C(ON1N=NC2C=CC=NC1=2)=[N+](C)C)C.F[P-](F)(F)(F)(F)F.CCN(C(C)C)C(C)C.Cl.[NH2:65][CH2:66][C:67]([C:69]1[CH:74]=[CH:73][C:72]([Br:75])=[CH:71][CH:70]=1)=[O:68], predict the reaction product. The product is: [C:13]([O:12][C:10]([N:8]1[CH2:9][CH:5]([C:3](=[O:4])[NH:65][CH2:66][C:67]([C:69]2[CH:74]=[CH:73][C:72]([Br:75])=[CH:71][CH:70]=2)=[O:68])[N:6]([C:17](=[O:27])[CH:18]([NH:22][C:23]([O:25][CH3:26])=[O:24])[CH:19]([CH3:20])[CH3:21])[CH2:7]1)=[O:11])([CH3:15])([CH3:16])[CH3:14]. (4) Given the reactants [CH3:1][O:2][C:3]([CH2:5]P(OC)(OC)=O)=[O:4].C[Si]([N-][Si](C)(C)C)(C)C.[Na+].[CH:22]([C:24]1[CH:29]=[CH:28][C:27](/[C:30](/[C:40]2[CH:45]=[CH:44][C:43]([F:46])=[CH:42][CH:41]=2)=[C:31](\[C:34]2[CH:39]=[CH:38][CH:37]=[CH:36][CH:35]=2)/[CH2:32][CH3:33])=[CH:26][CH:25]=1)=O, predict the reaction product. The product is: [F:46][C:43]1[CH:42]=[CH:41][C:40]([C:30]([C:27]2[CH:26]=[CH:25][C:24]([CH:22]=[CH:5][C:3]([O:2][CH3:1])=[O:4])=[CH:29][CH:28]=2)=[C:31]([C:34]2[CH:39]=[CH:38][CH:37]=[CH:36][CH:35]=2)[CH2:32][CH3:33])=[CH:45][CH:44]=1. (5) Given the reactants [CH3:1][O:2][C:3](=[O:23])[C:4]([O:7][C:8]1[CH:13]=[CH:12][C:11]([O:14]CC2C=CC=CC=2)=[CH:10][C:9]=1[CH3:22])([CH3:6])[CH3:5].C(OCC)(=O)C, predict the reaction product. The product is: [CH3:1][O:2][C:3](=[O:23])[C:4]([O:7][C:8]1[CH:13]=[CH:12][C:11]([OH:14])=[CH:10][C:9]=1[CH3:22])([CH3:6])[CH3:5]. (6) Given the reactants [BH4-:1].[Na+:2].[C:3]([OH:6])(=[O:5])[CH3:4], predict the reaction product. The product is: [C:3]([O:6][BH-:1]([O:6][C:3](=[O:5])[CH3:4])[O:5][C:3](=[O:6])[CH3:4])(=[O:5])[CH3:4].[Na+:2]. (7) Given the reactants C([Si](C)(C)[O:6][CH2:7][CH2:8][O:9][C:10]1[C:11]([Cl:34])=[CH:12][C:13]([CH3:33])=[C:14]([NH:16][C:17]2[N:25]3[C:20]([CH2:21][O:22][CH2:23][C@H:24]3[C:26]3[CH:31]=[CH:30][C:29]([F:32])=[CH:28][CH:27]=3)=[N:19][N:18]=2)[CH:15]=1)(C)(C)C.Cl, predict the reaction product. The product is: [Cl:34][C:11]1[CH:12]=[C:13]([CH3:33])[C:14]([NH:16][C:17]2[N:25]3[C:20]([CH2:21][O:22][CH2:23][C@H:24]3[C:26]3[CH:31]=[CH:30][C:29]([F:32])=[CH:28][CH:27]=3)=[N:19][N:18]=2)=[CH:15][C:10]=1[O:9][CH2:8][CH2:7][OH:6].